This data is from Full USPTO retrosynthesis dataset with 1.9M reactions from patents (1976-2016). The task is: Predict the reactants needed to synthesize the given product. (1) Given the product [Br:14][C:15]1[CH:20]=[CH:19][C:18]([C:8]2[CH:13]=[CH:12][CH:11]=[CH:10][CH:9]=2)=[CH:17][N:16]=1, predict the reactants needed to synthesize it. The reactants are: C([O-])([O-])=O.[Na+].[Na+].I[C:8]1[CH:13]=[CH:12][CH:11]=[CH:10][CH:9]=1.[Br:14][C:15]1[CH:20]=[CH:19][C:18](B(O)O)=[CH:17][N:16]=1. (2) The reactants are: [C:1]([O:5][C:6]([N:8]1[CH2:14][CH2:13][C:12]2[C:15]([S:21][C:22](=O)N(C)C)=[C:16]([C:19]#[N:20])[CH:17]=[CH:18][C:11]=2[CH2:10][CH2:9]1)=[O:7])([CH3:4])([CH3:3])[CH3:2].[F:27][C:28]1[CH:35]=[CH:34][C:31](CBr)=[CH:30][CH:29]=1. Given the product [C:1]([O:5][C:6]([N:8]1[CH2:14][CH2:13][C:12]2[C:15]([S:21][CH2:22][C:31]3[CH:34]=[CH:35][C:28]([F:27])=[CH:29][CH:30]=3)=[C:16]([C:19]#[N:20])[CH:17]=[CH:18][C:11]=2[CH2:10][CH2:9]1)=[O:7])([CH3:2])([CH3:3])[CH3:4], predict the reactants needed to synthesize it. (3) The reactants are: Cl[CH2:2][CH2:3][CH2:4][S:5]([N:8]1[CH2:13][CH2:12][CH:11]([C:14]2[C:22]3[C:17](=[C:18]([C:29]([NH2:31])=[O:30])[CH:19]=[C:20]([C:23]4[CH:28]=[CH:27][CH:26]=[CH:25][CH:24]=4)[CH:21]=3)[NH:16][CH:15]=2)[CH2:10][CH2:9]1)(=[O:7])=[O:6].[F:32][C:33]([F:42])([F:41])[C:34]1[CH:35]=[C:36]([OH:40])[CH:37]=[CH:38][CH:39]=1.C([O-])([O-])=O.[K+].[K+]. Given the product [C:23]1([C:20]2[CH:21]=[C:22]3[C:17](=[C:18]([C:29]([NH2:31])=[O:30])[CH:19]=2)[NH:16][CH:15]=[C:14]3[CH:11]2[CH2:12][CH2:13][N:8]([S:5]([CH2:4][CH2:3][CH2:2][O:40][C:36]3[CH:37]=[CH:38][CH:39]=[C:34]([C:33]([F:32])([F:41])[F:42])[CH:35]=3)(=[O:7])=[O:6])[CH2:9][CH2:10]2)[CH:28]=[CH:27][CH:26]=[CH:25][CH:24]=1, predict the reactants needed to synthesize it.